Dataset: Catalyst prediction with 721,799 reactions and 888 catalyst types from USPTO. Task: Predict which catalyst facilitates the given reaction. (1) The catalyst class is: 3. Reactant: [C:1]([C:3]1[N:8]=[C:7]([N:9]([CH2:15][C:16]2[CH:21]=[CH:20][C:19]([CH2:22][CH2:23][CH2:24]OS(C)(=O)=O)=[CH:18][CH:17]=2)[CH2:10][C:11]([CH3:14])([CH3:13])[CH3:12])[CH:6]=[CH:5][N:4]=1)#[N:2].[C:30]([C:32]1[N:37]=[C:36]([N:38]([CH2:44][C:45]2[CH:50]=[CH:49][C:48]([CH:51]([CH3:58])[CH2:52][O:53][S:54]([CH3:57])(=[O:56])=[O:55])=[CH:47][CH:46]=2)[CH2:39][C:40]([CH3:43])([CH3:42])[CH3:41])[CH:35]=[CH:34][N:33]=1)#[N:31].O. Product: [CH3:12][C:11]([CH3:14])([CH3:13])[CH2:10][N:9]([CH2:15][C:16]1[CH:21]=[CH:20][C:19]([CH2:22][CH2:23][CH2:24][N:38]2[CH2:44][CH2:45][CH2:50][CH2:49][CH2:48]2)=[CH:18][CH:17]=1)[C:7]1[CH:6]=[CH:5][N:4]=[C:3]([C:1]#[N:2])[N:8]=1.[C:30]([C:32]1[N:37]=[C:36]([N:38]([CH2:44][C:45]2[CH:46]=[CH:47][C:48]([CH:51]([CH3:58])[CH2:52][O:53][S:54]([CH3:57])(=[O:55])=[O:56])=[CH:49][CH:50]=2)[CH2:39][C:40]([CH3:43])([CH3:42])[CH3:41])[CH:35]=[CH:34][N:33]=1)#[N:31]. (2) The catalyst class is: 36. Product: [CH3:6][C:3]([O:7][C:8]([NH:10][C:11]1([C:26]([OH:28])=[O:27])[CH2:12][CH2:13][N:14]([C:17]2[N:25]=[CH:24][N:23]=[C:22]3[C:18]=2[N:19]=[CH:20][NH:21]3)[CH2:15][CH2:16]1)=[O:9])([CH3:4])[CH3:5]. Reactant: [OH-].[Na+].[C:3]([O:7][C:8]([NH:10][C:11]1([C:26]([O:28]C)=[O:27])[CH2:16][CH2:15][N:14]([C:17]2[N:25]=[CH:24][N:23]=[C:22]3[C:18]=2[N:19]=[CH:20][NH:21]3)[CH2:13][CH2:12]1)=[O:9])([CH3:6])([CH3:5])[CH3:4].Cl. (3) Reactant: [H-].[Na+].[N:3]1([CH2:8][CH2:9][CH2:10][CH2:11][C:12]2[CH:17]=[CH:16][C:15]([OH:18])=[CH:14][CH:13]=2)[CH:7]=[CH:6][N:5]=[N:4]1.Cl[CH2:20][C:21]1[CH:26]=[CH:25][CH:24]=[C:23]([C:27]2[CH:32]=[CH:31][C:30]([C:33]([F:36])([F:35])[F:34])=[CH:29][CH:28]=2)[N:22]=1.O. Product: [N:3]1([CH2:8][CH2:9][CH2:10][CH2:11][C:12]2[CH:13]=[CH:14][C:15]([O:18][CH2:20][C:21]3[CH:26]=[CH:25][CH:24]=[C:23]([C:27]4[CH:32]=[CH:31][C:30]([C:33]([F:35])([F:34])[F:36])=[CH:29][CH:28]=4)[N:22]=3)=[CH:16][CH:17]=2)[CH:7]=[CH:6][N:5]=[N:4]1. The catalyst class is: 9. (4) Reactant: [CH:1]([O:4][C:5]([N:7]1[CH2:12][CH2:11][CH:10]([O:13][N:14]=[C:15]2[CH2:20][CH2:19][N:18]([C:21]3[CH:26]=[C:25]([F:27])[C:24]([C:28](O)=[O:29])=[CH:23][C:22]=3[F:31])[CH2:17][CH2:16]2)[CH2:9][CH2:8]1)=[O:6])([CH3:3])[CH3:2].C[O:33][C:34](=[O:37])[CH2:35][NH2:36].C1C=CC2N(O)N=NC=2C=1.C(Cl)CCl. Product: [CH:1]([O:4][C:5]([N:7]1[CH2:12][CH2:11][CH:10]([O:13][N:14]=[C:15]2[CH2:16][CH2:17][N:18]([C:21]3[CH:26]=[C:25]([F:27])[C:24]([C:28](=[O:29])[NH:36][CH2:35][C:34]([OH:33])=[O:37])=[CH:23][C:22]=3[F:31])[CH2:19][CH2:20]2)[CH2:9][CH2:8]1)=[O:6])([CH3:3])[CH3:2]. The catalyst class is: 2. (5) Reactant: [C:1]([O:5][C:6]([N:8]([CH2:24][CH2:25][C:26]1[CH:31]=[C:30]([F:32])[CH:29]=[CH:28][C:27]=1[OH:33])[CH:9]1[CH2:18][CH2:17][CH2:16][C:15]2[N:14]=[C:13]([C:19]([O:21][CH2:22][CH3:23])=[O:20])[CH:12]=[CH:11][C:10]1=2)=[O:7])([CH3:4])([CH3:3])[CH3:2].Cl[CH2:35][C:36]1[CH:41]=[CH:40][C:39]([CH2:42][CH2:43][C:44]2[CH:49]=[CH:48][C:47]([F:50])=[CH:46][CH:45]=2)=[CH:38][CH:37]=1.C(=O)([O-])[O-].[K+].[K+]. Product: [C:1]([O:5][C:6]([N:8]([CH2:24][CH2:25][C:26]1[CH:31]=[C:30]([F:32])[CH:29]=[CH:28][C:27]=1[O:33][CH2:35][C:36]1[CH:37]=[CH:38][C:39]([CH2:42][CH2:43][C:44]2[CH:45]=[CH:46][C:47]([F:50])=[CH:48][CH:49]=2)=[CH:40][CH:41]=1)[CH:9]1[CH2:18][CH2:17][CH2:16][C:15]2[N:14]=[C:13]([C:19]([O:21][CH2:22][CH3:23])=[O:20])[CH:12]=[CH:11][C:10]1=2)=[O:7])([CH3:2])([CH3:3])[CH3:4]. The catalyst class is: 10. (6) Product: [CH3:26][C:25]1[CH:24]=[C:23]([CH3:27])[NH:22][C:21](=[O:28])[C:20]=1[CH2:19][NH:18][C:16](=[O:17])[C:15]1[CH:29]=[C:30]([C:32]2[CH:33]=[N:34][C:35]([N:1]3[CH2:6][CH2:5][O:4][CH2:3][CH2:2]3)=[N:36][CH:37]=2)[CH:31]=[C:13]([C:12]2[N:8]([CH3:7])[N:9]=[CH:10][C:11]=2[CH3:43])[C:14]=1[CH3:42]. The catalyst class is: 16. Reactant: [NH:1]1[CH2:6][CH2:5][O:4][CH2:3][CH2:2]1.[CH3:7][N:8]1[C:12]([C:13]2[C:14]([CH3:42])=[C:15]([CH:29]=[C:30]([C:32]3[CH:33]=[N:34][C:35](S(C)(=O)=O)=[N:36][CH:37]=3)[CH:31]=2)[C:16]([NH:18][CH2:19][C:20]2[C:21](=[O:28])[NH:22][C:23]([CH3:27])=[CH:24][C:25]=2[CH3:26])=[O:17])=[C:11]([CH3:43])[CH:10]=[N:9]1. (7) Reactant: [CH:1]1([O:6][C:7]([NH:9][C:10]2[CH:11]=[C:12]3[C:16](=[CH:17][CH:18]=2)[N:15]([CH3:19])[CH:14]=[C:13]3[CH2:20][C:21]2[CH:29]=[CH:28][C:24]([C:25]([OH:27])=O)=[CH:23][C:22]=2[O:30][CH3:31])=[O:8])[CH2:5][CH2:4][CH2:3][CH2:2]1.[C:32]1([CH3:42])[C:33]([S:38]([NH2:41])(=[O:40])=[O:39])=[CH:34][CH:35]=[CH:36][CH:37]=1.Cl.CN(C)CCCN=C=NCC.Cl. Product: [CH3:42][C:32]1[CH:37]=[CH:36][CH:35]=[CH:34][C:33]=1[S:38]([NH:41][C:25]([C:24]1[CH:28]=[CH:29][C:21]([CH2:20][C:13]2[C:12]3[CH:11]=[C:10]([NH:9][C:7]([O:6][CH:1]4[CH2:5][CH2:4][CH2:3][CH2:2]4)=[O:8])[CH:18]=[CH:17][C:16]=3[N:15]([CH3:19])[CH:14]=2)=[C:22]([O:30][CH3:31])[CH:23]=1)=[O:27])(=[O:40])=[O:39].[CH2:1]([O-:6])[CH3:2]. The catalyst class is: 119. (8) The catalyst class is: 448. Product: [Si:1]([O:18][C:19]([CH3:37])([CH2:32][CH2:33][CH2:34][CH2:35][CH3:36])/[CH:20]=[CH:21]/[C@@H:22]1[C@@H:29]2[C@@H:25]([O:26][C:27](=[O:30])[CH2:28]2)[CH2:24][C@H:23]1[O:31][CH:39]1[CH2:40][CH2:41][CH2:42][CH2:43][O:38]1)([C:14]([CH3:16])([CH3:17])[CH3:15])([C:8]1[CH:13]=[CH:12][CH:11]=[CH:10][CH:9]=1)[C:2]1[CH:7]=[CH:6][CH:5]=[CH:4][CH:3]=1. Reactant: [Si:1]([O:18][C:19]([CH3:37])([CH2:32][CH2:33][CH2:34][CH2:35][CH3:36])/[CH:20]=[CH:21]/[C@@H:22]1[C@@H:29]2[C@@H:25]([O:26][C:27](=[O:30])[CH2:28]2)[CH2:24][C@H:23]1[OH:31])([C:14]([CH3:17])([CH3:16])[CH3:15])([C:8]1[CH:13]=[CH:12][CH:11]=[CH:10][CH:9]=1)[C:2]1[CH:7]=[CH:6][CH:5]=[CH:4][CH:3]=1.[O:38]1[CH:43]=[CH:42][CH2:41][CH2:40][CH2:39]1.C1(C)C=CC(S(O)(=O)=O)=CC=1.